Dataset: Forward reaction prediction with 1.9M reactions from USPTO patents (1976-2016). Task: Predict the product of the given reaction. (1) The product is: [NH2:1][C:4]1[CH:13]=[C:12]2[C:7]([C:8]([O:21][CH2:22][CH2:23][CH2:24][N:25]3[CH2:26][CH2:27][CH2:28][CH2:29][CH2:30]3)=[C:9]([C:15]3[CH:16]=[CH:17][CH:18]=[CH:19][CH:20]=3)[NH:10][C:11]2=[O:14])=[CH:6][CH:5]=1. Given the reactants [N+:1]([C:4]1[CH:13]=[C:12]2[C:7]([C:8]([O:21][CH2:22][CH2:23][CH2:24][N:25]3[CH2:30][CH2:29][CH2:28][CH2:27][CH2:26]3)=[C:9]([C:15]3[CH:20]=[CH:19][CH:18]=[CH:17][CH:16]=3)[NH:10][C:11]2=[O:14])=[CH:6][CH:5]=1)([O-])=O.C1CCCCC=1, predict the reaction product. (2) The product is: [CH2:2]([N:9]1[CH2:10][CH:11]=[C:12]([C:16]2[CH:17]=[CH:18][C:19]([O:22][CH3:23])=[CH:20][CH:21]=2)[CH2:13][CH2:14]1)[C:3]1[CH:4]=[CH:5][CH:6]=[CH:7][CH:8]=1. Given the reactants Cl.[CH2:2]([N:9]1[CH2:14][CH2:13][C:12]([C:16]2[CH:21]=[CH:20][C:19]([O:22][CH3:23])=[CH:18][CH:17]=2)(O)[CH2:11][CH2:10]1)[C:3]1[CH:8]=[CH:7][CH:6]=[CH:5][CH:4]=1.[OH-].[Na+], predict the reaction product. (3) Given the reactants [NH2:1][C@@H:2]1[CH2:7][CH2:6][CH2:5][N:4]([C:8]2[C:13]([Br:14])=[CH:12][N:11]=[C:10]3[NH:15][CH:16]=[C:17]([NH:18][C:19]([CH:21]4[CH2:23][CH2:22]4)=[O:20])[C:9]=23)[CH2:3]1.[CH2:24]([OH:29])[CH2:25][CH2:26][CH2:27][CH3:28], predict the reaction product. The product is: [CH2:24]([OH:29])[CH2:25][CH2:26][CH2:27][CH3:28].[NH2:1][C@@H:2]1[CH2:7][CH2:6][CH2:5][N:4]([C:8]2[C:13]([Br:14])=[CH:12][N:11]=[C:10]3[NH:15][CH:16]=[C:17]([NH:18][C:19]([CH:21]4[CH2:22][CH2:23]4)=[O:20])[C:9]=23)[CH2:3]1. (4) Given the reactants [F:1]/[C:2](=[CH:8]\[CH2:9][CH2:10][CH2:11][CH2:12][CH2:13][NH:14][C:15]([NH:17][C:18]12[CH2:27][CH:22]3[CH2:23][CH:24]([CH2:26][CH:20]([CH2:21]3)[CH2:19]1)[CH2:25]2)=[O:16])/[C:3]([O:5][CH2:6][CH3:7])=[O:4], predict the reaction product. The product is: [F:1][CH:2]([CH2:8][CH2:9][CH2:10][CH2:11][CH2:12][CH2:13][NH:14][C:15]([NH:17][C:18]12[CH2:19][CH:20]3[CH2:26][CH:24]([CH2:23][CH:22]([CH2:21]3)[CH2:27]1)[CH2:25]2)=[O:16])[C:3]([O:5][CH2:6][CH3:7])=[O:4].